Dataset: Full USPTO retrosynthesis dataset with 1.9M reactions from patents (1976-2016). Task: Predict the reactants needed to synthesize the given product. (1) Given the product [C:21]([O:20][C:18]([N:15]1[CH2:16][CH2:17][C:11]2[N:10]=[CH:9][NH:8][C:12]=2[CH2:13][CH2:14]1)=[O:19])([CH3:24])([CH3:22])[CH3:23], predict the reactants needed to synthesize it. The reactants are: C(OC([N:8]1[C:12]2[CH2:13][CH2:14][N:15]([C:18]([O:20][C:21]([CH3:24])([CH3:23])[CH3:22])=[O:19])[CH2:16][CH2:17][C:11]=2[N:10]=[CH:9]1)=O)(C)(C)C.[OH-].[Na+]. (2) Given the product [CH2:32]([C:11]1[C:10]([CH2:9][NH:8][C:6](=[O:7])[O:5][C:1]([CH3:4])([CH3:3])[CH3:2])=[C:19]([C:20]2[CH:25]=[CH:24][C:23]([CH3:26])=[CH:22][CH:21]=2)[C:18]2[C:13](=[CH:14][CH:15]=[C:16]([O:27][CH2:28][C:29]([NH:58][S:55]([CH3:54])(=[O:57])=[O:56])=[O:30])[CH:17]=2)[N:12]=1)[CH:33]([CH3:35])[CH3:34], predict the reactants needed to synthesize it. The reactants are: [C:1]([O:5][C:6]([NH:8][CH2:9][C:10]1[C:11]([CH2:32][CH:33]([CH3:35])[CH3:34])=[N:12][C:13]2[C:18]([C:19]=1[C:20]1[CH:25]=[CH:24][C:23]([CH3:26])=[CH:22][CH:21]=1)=[CH:17][C:16]([O:27][CH2:28][C:29](O)=[O:30])=[CH:15][CH:14]=2)=[O:7])([CH3:4])([CH3:3])[CH3:2].C1C(=O)N(OC(ON2C(=O)CCC2=O)=O)C(=O)C1.[CH3:54][S:55]([NH2:58])(=[O:57])=[O:56].C1CCN2C(=NCCC2)CC1.